From a dataset of Full USPTO retrosynthesis dataset with 1.9M reactions from patents (1976-2016). Predict the reactants needed to synthesize the given product. (1) Given the product [CH3:1][N:2]([CH:3]1[CH2:8][CH2:7][N:6]([C:9]2[C:10]([C:23]3[CH:28]=[CH:27][CH:26]=[CH:25][CH:24]=3)=[N:11][C:12]3[C:17]([N:18]=2)=[CH:16][C:15]([C:19]([O:21][CH3:22])=[O:20])=[CH:14][CH:13]=3)[CH2:5][CH2:4]1)[C:34](=[O:37])[CH3:35], predict the reactants needed to synthesize it. The reactants are: [CH3:1][NH:2][CH:3]1[CH2:8][CH2:7][N:6]([C:9]2[C:10]([C:23]3[CH:28]=[CH:27][CH:26]=[CH:25][CH:24]=3)=[N:11][C:12]3[C:17]([N:18]=2)=[CH:16][C:15]([C:19]([O:21][CH3:22])=[O:20])=[CH:14][CH:13]=3)[CH2:5][CH2:4]1.CCN([CH2:34][CH3:35])CC.C[O:37]C(=O)OC. (2) Given the product [CH3:17][O:16][C:14](=[O:15])[C:2]([C:4]1[C:9]([CH3:10])=[CH:8][N:7]2[N:11]=[C:12]([C:14]([O:16][CH3:17])=[O:15])[CH:13]=[C:6]2[C:5]=1[O:18][S:19]([C:22]([F:25])([F:24])[F:23])(=[O:21])=[O:20])=[O:3], predict the reactants needed to synthesize it. The reactants are: Cl[C:2]([C:4]1[C:9]([CH3:10])=[CH:8][N:7]2[N:11]=[C:12]([C:14]([O:16][CH3:17])=[O:15])[CH:13]=[C:6]2[C:5]=1[O:18][S:19]([C:22]([F:25])([F:24])[F:23])(=[O:21])=[O:20])=[O:3].[Br-].C(C[S+]1CCCC1)#N.CCN(C(C)C)C(C)C.OOS([O-])=O.[K+]. (3) Given the product [F:36][C:27]1[CH:28]=[C:29]([C:32]([OH:35])([CH3:33])[CH3:34])[CH:30]=[CH:31][C:26]=1[C:20]1[S:19][C:18]([NH:17][C:2]2[CH:3]=[CH:4][CH:5]=[C:6]([CH:8]([N:11]3[CH2:16][CH2:15][O:14][CH2:13][CH2:12]3)[CH2:9][F:10])[N:7]=2)=[C:22]([C:23]([NH2:25])=[O:24])[CH:21]=1, predict the reactants needed to synthesize it. The reactants are: Br[C:2]1[N:7]=[C:6]([CH:8]([N:11]2[CH2:16][CH2:15][O:14][CH2:13][CH2:12]2)[CH2:9][F:10])[CH:5]=[CH:4][CH:3]=1.[NH2:17][C:18]1[S:19][C:20]([C:26]2[CH:31]=[CH:30][C:29]([C:32]([OH:35])([CH3:34])[CH3:33])=[CH:28][C:27]=2[F:36])=[CH:21][C:22]=1[C:23]([NH2:25])=[O:24]. (4) Given the product [Br:1][C:2]1[CH:3]=[C:4]([C:25]2[C:20]3[S:19][C:18]4[CH:38]=[CH:39][C:15]([C:11]5[CH:10]=[C:9]([C:43]6[CH:48]=[CH:47][CH:46]=[CH:45][CH:44]=6)[CH:14]=[CH:13][CH:12]=5)=[CH:16][C:17]=4[C:21]=3[CH:22]=[C:23]([C:26]3[CH:27]=[C:28]([C:32]4[CH:37]=[CH:36][CH:35]=[CH:34][CH:33]=4)[CH:29]=[CH:30][CH:31]=3)[CH:24]=2)[CH:5]=[CH:6][CH:7]=1, predict the reactants needed to synthesize it. The reactants are: [Br:1][C:2]1[CH:3]=[C:4](I)[CH:5]=[CH:6][CH:7]=1.[C:9]1([C:43]2[CH:48]=[CH:47][CH:46]=[CH:45][CH:44]=2)[CH:14]=[CH:13][CH:12]=[C:11]([C:15]2[CH:39]=[C:38](B(O)O)[C:18]3[S:19][C:20]4[CH:25]=[CH:24][C:23]([C:26]5[CH:27]=[C:28]([C:32]6[CH:37]=[CH:36][CH:35]=[CH:34][CH:33]=6)[CH:29]=[CH:30][CH:31]=5)=[CH:22][C:21]=4[C:17]=3[CH:16]=2)[CH:10]=1.C1(C)C=CC=CC=1P(C1C=CC=CC=1C)C1C=CC=CC=1C.C(=O)([O-])[O-].[K+].[K+]. (5) The reactants are: [Cl:1][CH:2]([CH3:23])[C:3]([NH:5][C:6]1[C:7]([C:13]2[NH:14][C:15]3[C:20]([CH:21]=2)=[C:19]([F:22])[CH:18]=[CH:17][CH:16]=3)=[N:8][C:9]([Cl:12])=[CH:10][CH:11]=1)=O. Given the product [Cl:12][C:9]1[CH:10]=[CH:11][C:6]2[N:5]=[C:3]([CH:2]([Cl:1])[CH3:23])[N:14]3[C:15]4[CH:16]=[CH:17][CH:18]=[C:19]([F:22])[C:20]=4[CH:21]=[C:13]3[C:7]=2[N:8]=1, predict the reactants needed to synthesize it. (6) Given the product [Br:1][C:2]1[CH:3]=[C:4]([N+:18]([O-:20])=[O:19])[C:5]([C:23]2[CH:24]=[CH:25][C:26]([S:28]([CH3:31])(=[O:29])=[O:30])=[CH:27][C:22]=2[F:21])=[N:6][CH:7]=1, predict the reactants needed to synthesize it. The reactants are: [Br:1][C:2]1[CH:3]=[C:4]([N+:18]([O-:20])=[O:19])[C:5](C2C=CC(C(OC)=O)=CC=2)=[N:6][CH:7]=1.[F:21][C:22]1[CH:27]=[C:26]([S:28]([CH3:31])(=[O:30])=[O:29])[CH:25]=[CH:24][C:23]=1B1OC(C)(C)C(C)(C)O1.